This data is from Catalyst prediction with 721,799 reactions and 888 catalyst types from USPTO. The task is: Predict which catalyst facilitates the given reaction. (1) Reactant: [Br:1][C:2]1[C:3]([NH2:10])=[C:4]([NH2:9])[C:5]([Br:8])=[CH:6][CH:7]=1.[C:11]1([C:17]([C:19]([C:21]2[CH:26]=[CH:25][CH:24]=[CH:23][CH:22]=2)=O)=O)[CH:16]=[CH:15][CH:14]=[CH:13][CH:12]=1.O.C(=O)(O)[O-].[Na+]. Product: [Br:1][C:2]1[CH:7]=[CH:6][C:5]([Br:8])=[C:4]2[C:3]=1[N:10]=[C:17]([C:11]1[CH:16]=[CH:15][CH:14]=[CH:13][CH:12]=1)[C:19]([C:21]1[CH:26]=[CH:25][CH:24]=[CH:23][CH:22]=1)=[N:9]2. The catalyst class is: 15. (2) Reactant: [CH3:1][O:2][C:3]1[CH:8]=[C:7]([CH3:9])[C:6]([S:10]([NH:13][C:14]2([C:18](OC)=[O:19])[CH2:17][CH2:16][CH2:15]2)(=[O:12])=[O:11])=[C:5]([CH3:22])[CH:4]=1.[H-].[H-].[H-].[H-].[Li+].[Al+3].[O-]S([O-])(=O)=O.[Na+].[Na+]. Product: [OH:19][CH2:18][C:14]1([NH:13][S:10]([C:6]2[C:7]([CH3:9])=[CH:8][C:3]([O:2][CH3:1])=[CH:4][C:5]=2[CH3:22])(=[O:12])=[O:11])[CH2:15][CH2:16][CH2:17]1. The catalyst class is: 1. (3) Reactant: [CH2:1]([O:3][C:4]([C:6]1([CH3:26])[CH:10]([OH:11])[CH2:9][N:8]([C:12]2[C:21]3[C:16](=[CH:17][C:18]([O:24][CH3:25])=[C:19]([O:22][CH3:23])[CH:20]=3)[N:15]=[CH:14][N:13]=2)[CH2:7]1)=[O:5])[CH3:2].[H-].[Na+].Cl[C:30]1[CH:39]=[N:38][C:37]2[C:32](=[CH:33][CH:34]=[CH:35][CH:36]=2)[N:31]=1. Product: [CH2:1]([O:3][C:4]([C:6]1([CH3:26])[CH:10]([O:11][C:30]2[CH:39]=[N:38][C:37]3[C:32](=[CH:33][CH:34]=[CH:35][CH:36]=3)[N:31]=2)[CH2:9][N:8]([C:12]2[C:21]3[C:16](=[CH:17][C:18]([O:24][CH3:25])=[C:19]([O:22][CH3:23])[CH:20]=3)[N:15]=[CH:14][N:13]=2)[CH2:7]1)=[O:5])[CH3:2]. The catalyst class is: 1.